Predict the product of the given reaction. From a dataset of Forward reaction prediction with 1.9M reactions from USPTO patents (1976-2016). (1) Given the reactants [NH2:1][C:2]1[CH:3]=[C:4]([Cl:22])[CH:5]=[C:6]2[C:14]=1[NH:13][C:12]1[CH:11]=[N:10][CH:9]=[C:8]([NH:15][C:16](=[O:21])[C:17]([F:20])([F:19])[F:18])[C:7]2=1.[CH3:23][C:24]1[N:32]=[CH:31][CH:30]=[CH:29][C:25]=1[C:26](O)=[O:27].CCN=C=NCCCN(C)C, predict the reaction product. The product is: [Cl:22][C:4]1[CH:5]=[C:6]2[C:14](=[C:2]([NH:1][C:26](=[O:27])[C:25]3[CH:29]=[CH:30][CH:31]=[N:32][C:24]=3[CH3:23])[CH:3]=1)[NH:13][C:12]1[CH:11]=[N:10][CH:9]=[C:8]([NH:15][C:16](=[O:21])[C:17]([F:20])([F:19])[F:18])[C:7]2=1. (2) Given the reactants [C:1]([C:3]1[C:28]([O:29][CH3:30])=[CH:27][C:6]2[C:7]3[N:12]([CH:13]([C:15]([CH3:20])([CH3:19])[CH2:16][O:17][CH3:18])[CH2:14][C:5]=2[CH:4]=1)[CH:11]=[C:10]([C:21]([O:23]CC)=[O:22])[C:9](=[O:26])[CH:8]=3)#[N:2].[Li+].[OH-], predict the reaction product. The product is: [C:1]([C:3]1[C:28]([O:29][CH3:30])=[CH:27][C:6]2[C:7]3[N:12]([CH:13]([C:15]([CH3:20])([CH3:19])[CH2:16][O:17][CH3:18])[CH2:14][C:5]=2[CH:4]=1)[CH:11]=[C:10]([C:21]([OH:23])=[O:22])[C:9](=[O:26])[CH:8]=3)#[N:2]. (3) Given the reactants [CH3:1][O:2][C:3]1[CH:8]=[C:7]([CH3:9])[CH:6]=[C:5]([C:10]2[C:11]([OH:18])=[C:12]([CH3:17])[CH:13]=[C:14]([CH3:16])[CH:15]=2)[C:4]=1[OH:19].[CH2:20]([Li])[CH2:21][CH2:22][CH3:23].Cl[P:26]1[O:30][C:29]([C:37]2[CH:42]=[CH:41][CH:40]=[CH:39][CH:38]=2)([C:31]2[CH:36]=[CH:35][CH:34]=[CH:33][CH:32]=2)[C:28]([C:49]2[CH:54]=[CH:53][CH:52]=[CH:51][CH:50]=2)([C:43]2[CH:48]=[CH:47][CH:46]=[CH:45][CH:44]=2)[O:27]1, predict the reaction product. The product is: [CH3:1][O:2][C:3]1[C:4]([O:19][P:26]2[O:30][C:29]([C:37]3[CH:42]=[CH:41][CH:40]=[CH:39][CH:38]=3)([C:31]3[CH:36]=[CH:35][CH:34]=[CH:33][CH:32]=3)[C:28]([C:49]3[CH:54]=[CH:53][CH:52]=[CH:51][CH:50]=3)([C:43]3[CH:48]=[CH:47][CH:46]=[CH:45][CH:44]=3)[O:27]2)=[C:5]([C:10]2[CH:15]=[C:14]([CH3:16])[CH:13]=[C:12]([CH3:17])[C:11]=2[O:18][P:26]2[O:30][C:22]([C:37]3[CH:42]=[CH:41][CH:40]=[CH:39][CH:38]=3)([C:21]3[CH:20]=[CH:29][CH:28]=[CH:49][CH:50]=3)[C:23]([C:36]3[CH:31]=[CH:32][CH:33]=[CH:34][CH:35]=3)([C:43]3[CH:48]=[CH:47][CH:46]=[CH:45][CH:44]=3)[O:27]2)[CH:6]=[C:7]([CH3:9])[CH:8]=1.